From a dataset of Reaction yield outcomes from USPTO patents with 853,638 reactions. Predict the reaction yield, written as a fraction of the theoretical maximum amount of product (1.0 means a 100% yield; for example, 0.34 means a 34% yield). (1) The reactants are [Cl:1][C:2]1[CH:7]=[CH:6][C:5]([C:8]2[C:14]3[CH:15]=[C:16]([OH:19])[CH:17]=[CH:18][C:13]=3[N:12]3[C:20]([CH3:23])=[N:21][N:22]=[C:11]3[C@H:10]([CH2:24][C:25]([NH:27][CH2:28][CH3:29])=[O:26])[N:9]=2)=[CH:4][CH:3]=1.C(=O)([O-])[O-].[K+].[K+].CS(O[CH2:41][CH2:42][NH:43][C:44]([O:46][C:47]([CH3:50])([CH3:49])[CH3:48])=[O:45])(=O)=O. The catalyst is C(#N)C.O. The product is [Cl:1][C:2]1[CH:7]=[CH:6][C:5]([C:8]2[C:14]3[CH:15]=[C:16]([O:19][CH2:41][CH2:42][NH:43][C:44](=[O:45])[O:46][C:47]([CH3:50])([CH3:49])[CH3:48])[CH:17]=[CH:18][C:13]=3[N:12]3[C:20]([CH3:23])=[N:21][N:22]=[C:11]3[C@H:10]([CH2:24][C:25]([NH:27][CH2:28][CH3:29])=[O:26])[N:9]=2)=[CH:4][CH:3]=1. The yield is 0.730. (2) The reactants are [C:1]([O:5][C:6]([N:8]([CH2:10][C:11]([OH:13])=O)[CH3:9])=[O:7])([CH3:4])([CH3:3])[CH3:2].CCN(CC)CC.ClC(OCC(C)C)=O.Cl.[CH2:30]([O:32][C:33](=[O:37])[CH2:34][NH:35][CH3:36])[CH3:31]. The catalyst is C(Cl)Cl. The product is [CH2:30]([O:32][C:33](=[O:37])[CH2:34][N:35]([C:11](=[O:13])[CH2:10][N:8]([C:6]([O:5][C:1]([CH3:2])([CH3:3])[CH3:4])=[O:7])[CH3:9])[CH3:36])[CH3:31]. The yield is 0.220. (3) The reactants are Cl[C:2]1[N:7]=[CH:6][N:5]=[C:4]([NH2:8])[C:3]=1[C:9]1[O:10][C:11]([CH3:14])=[N:12][N:13]=1.[NH2:15][C@H:16]([C:19]1[N:28]([CH:29]2[CH2:31][CH2:30]2)[C:27](=[O:32])[C:26]2[C:21](=[CH:22][CH:23]=[CH:24][C:25]=2[CH3:33])[N:20]=1)[CH2:17][CH3:18].CCN(C(C)C)C(C)C.CCOC(C)=O. The catalyst is CCCCO. The product is [NH2:8][C:4]1[N:5]=[CH:6][N:7]=[C:2]([NH:15][C@H:16]([C:19]2[N:28]([CH:29]3[CH2:31][CH2:30]3)[C:27](=[O:32])[C:26]3[C:21](=[CH:22][CH:23]=[CH:24][C:25]=3[CH3:33])[N:20]=2)[CH2:17][CH3:18])[C:3]=1[C:9]1[O:10][C:11]([CH3:14])=[N:12][N:13]=1. The yield is 0.673. (4) The reactants are [NH2:1][C:2]1[C:3]2[C:10]([C:11]3[CH:16]=[CH:15][C:14]([CH3:17])=[CH:13][CH:12]=3)=[CH:9][NH:8][C:4]=2[N:5]=[CH:6][N:7]=1.C1OCCOCCOCCOCCOCCOC1.C([O-])([O-])=O.[K+].[K+].[CH3:42][O:43][CH:44]([O:61][CH3:62])[CH:45]1[O:49][CH2:48][CH:47](OS(C2C=CC(C)=CC=2)(=O)=O)[CH2:46]1. The catalyst is CN(C=O)C. The product is [CH3:42][O:43][CH:44]([O:61][CH3:62])[CH:45]1[O:49][CH2:48][CH:47]([N:8]2[C:4]3[N:5]=[CH:6][N:7]=[C:2]([NH2:1])[C:3]=3[C:10]([C:11]3[CH:16]=[CH:15][C:14]([CH3:17])=[CH:13][CH:12]=3)=[CH:9]2)[CH2:46]1. The yield is 0.800. (5) The reactants are [C:1]([C:4]1[C:9]([C:10]2[CH:15]=[CH:14][CH:13]=[C:12]([Cl:16])[CH:11]=2)=[N:8][N:7]([CH2:17][CH3:18])[C:6](=[O:19])[C:5]=1[N+:20]([O-])=O)(=[O:3])[CH3:2].N[C:24]1[CH:25]=[CH:26][CH:27]=[C:28]2[C:33]=1[N:32]=[CH:31][CH:30]=[CH:29]2. The catalyst is C(O)C. The yield is 0.500. The product is [C:1]([C:4]1[C:9]([C:10]2[CH:15]=[CH:14][CH:13]=[C:12]([Cl:16])[CH:11]=2)=[N:8][N:7]([CH2:17][CH3:18])[C:6](=[O:19])[C:5]=1[NH:20][C:24]1[CH:25]=[CH:26][CH:27]=[C:28]2[C:33]=1[N:32]=[CH:31][CH:30]=[CH:29]2)(=[O:3])[CH3:2]. (6) The reactants are [CH2:1]([O:8][C@:9]1([CH:37]=[CH2:38])[C@@H:13]([CH2:14][O:15][CH2:16][C:17]2[CH:22]=[CH:21][CH:20]=[CH:19][CH:18]=2)[O:12][C@@H:11]([N:23]2[CH:31]=[C:29]([CH3:30])[C:27](=[O:28])[NH:26][C:24]2=[O:25])[C@@H:10]1[O:32]S(C)(=O)=O)[C:2]1[CH:7]=[CH:6][CH:5]=[CH:4][CH:3]=1.O.[OH-].[Na+].Cl. The catalyst is C(O)C. The product is [CH2:1]([O:8][C@:9]1([CH:37]=[CH2:38])[C@@H:13]([CH2:14][O:15][CH2:16][C:17]2[CH:22]=[CH:21][CH:20]=[CH:19][CH:18]=2)[O:12][C@@H:11]([N:23]2[CH:31]=[C:29]([CH3:30])[C:27](=[O:28])[NH:26][C:24]2=[O:25])[C@H:10]1[OH:32])[C:2]1[CH:3]=[CH:4][CH:5]=[CH:6][CH:7]=1. The yield is 0.740. (7) The reactants are Cl[C:2]1[C:30]([CH3:31])=[CH:29][C:5]2[N:6]=[C:7]3[C:12]([N:13]([CH2:14][CH2:15][CH2:16][CH2:17][CH2:18][CH2:19][C:20]([O:22][C:23]([CH3:26])([CH3:25])[CH3:24])=[O:21])[C:4]=2[CH:3]=1)=[N:11][C:10](=[O:27])[NH:9][C:8]3=[O:28].[OH:32][CH:33]([CH2:36][OH:37])[CH2:34][NH2:35]. The catalyst is CS(C)=O. The product is [OH:32][CH:33]([CH2:36][OH:37])[CH2:34][NH:35][C:2]1[C:30]([CH3:31])=[CH:29][C:5]2[N:6]=[C:7]3[C:12]([N:13]([CH2:14][CH2:15][CH2:16][CH2:17][CH2:18][CH2:19][C:20]([O:22][C:23]([CH3:26])([CH3:25])[CH3:24])=[O:21])[C:4]=2[CH:3]=1)=[N:11][C:10](=[O:27])[NH:9][C:8]3=[O:28]. The yield is 0.650. (8) The reactants are [C:9](O[C:9]([O:11][C:12]([CH3:15])([CH3:14])[CH3:13])=[O:10])([O:11][C:12]([CH3:15])([CH3:14])[CH3:13])=[O:10].[NH2:16][CH2:17][C:18]1([C:33]([O:35][CH2:36][CH3:37])=[O:34])[CH2:23][CH2:22][N:21]([C:24]2[C:25]3[CH:32]=[CH:31][NH:30][C:26]=3[N:27]=[CH:28][N:29]=2)[CH2:20][CH2:19]1.C(N(CC)CC)C. The catalyst is C(Cl)Cl. The product is [C:12]([O:11][C:9]([NH:16][CH2:17][C:18]1([C:33]([O:35][CH2:36][CH3:37])=[O:34])[CH2:23][CH2:22][N:21]([C:24]2[C:25]3[CH:32]=[CH:31][NH:30][C:26]=3[N:27]=[CH:28][N:29]=2)[CH2:20][CH2:19]1)=[O:10])([CH3:13])([CH3:14])[CH3:15]. The yield is 0.539.